Dataset: Forward reaction prediction with 1.9M reactions from USPTO patents (1976-2016). Task: Predict the product of the given reaction. Given the reactants [NH2:1][C:2]1[CH:7]=[CH:6][C:5]([C:8]([F:11])([F:10])[F:9])=[CH:4][C:3]=1[N+:12]([O-:14])=[O:13].[C:15]1([S:21](Cl)(=[O:23])=[O:22])[CH:20]=[CH:19][CH:18]=[CH:17][CH:16]=1.[H-].[Na+].[Cl-].[NH4+], predict the reaction product. The product is: [C:15]1([S:21]([NH:1][C:2]2[CH:7]=[CH:6][C:5]([C:8]([F:11])([F:10])[F:9])=[CH:4][C:3]=2[N+:12]([O-:14])=[O:13])(=[O:23])=[O:22])[CH:20]=[CH:19][CH:18]=[CH:17][CH:16]=1.